This data is from NCI-60 drug combinations with 297,098 pairs across 59 cell lines. The task is: Regression. Given two drug SMILES strings and cell line genomic features, predict the synergy score measuring deviation from expected non-interaction effect. Synergy scores: CSS=29.5, Synergy_ZIP=7.55, Synergy_Bliss=12.9, Synergy_Loewe=-14.4, Synergy_HSA=9.43. Drug 1: CC1C(C(CC(O1)OC2CC(CC3=C2C(=C4C(=C3O)C(=O)C5=C(C4=O)C(=CC=C5)OC)O)(C(=O)C)O)N)O.Cl. Cell line: OVCAR-5. Drug 2: CC1=CC2C(CCC3(C2CCC3(C(=O)C)OC(=O)C)C)C4(C1=CC(=O)CC4)C.